This data is from Full USPTO retrosynthesis dataset with 1.9M reactions from patents (1976-2016). The task is: Predict the reactants needed to synthesize the given product. (1) Given the product [ClH:1].[CH3:19][NH:20][CH:11]1[CH2:12][CH:13]2[C:9]([C:4]3[CH:5]=[CH:6][C:7]([Cl:8])=[C:2]([Cl:1])[CH:3]=3)([CH2:14]2)[CH2:10]1.[ClH:22].[CH2:23]([O:24][CH2:2][CH3:7])[CH3:19], predict the reactants needed to synthesize it. The reactants are: [Cl:1][C:2]1[CH:3]=[C:4]([C:9]23[CH2:14][CH:13]2[CH2:12][C:11](=O)[CH2:10]3)[CH:5]=[CH:6][C:7]=1[Cl:8].CN.[BH3-][C:19]#[N:20].[Na+].[ClH:22].[CH3:23][OH:24]. (2) Given the product [NH2:48][C:26]1[CH:25]=[CH:24][C:23]([CH:11]2[CH2:10][CH2:9][CH:8]([C:5]3[CH:6]=[CH:7][C:2]([Br:1])=[CH:3][CH:4]=3)[N:12]2[C:13]2[CH:14]=[CH:15][C:16]([C:19]([CH3:21])([CH3:22])[CH3:20])=[CH:17][CH:18]=2)=[CH:28][C:27]=1[NH:29][C:30]([C@@H:32]1[CH2:36][CH2:35][CH2:34][N:33]1[C:37](=[O:47])[C@@H:38]([NH:42][C:43](=[O:46])[O:44][CH3:45])[CH:39]([CH3:41])[CH3:40])=[O:31], predict the reactants needed to synthesize it. The reactants are: [Br:1][C:2]1[CH:7]=[CH:6][C:5]([CH:8]2[N:12]([C:13]3[CH:18]=[CH:17][C:16]([C:19]([CH3:22])([CH3:21])[CH3:20])=[CH:15][CH:14]=3)[CH:11]([C:23]3[CH:24]=[CH:25][C:26]([NH:48]CC4C=CC(OC)=CC=4OC)=[C:27]([NH:29][C:30]([C@@H:32]4[CH2:36][CH2:35][CH2:34][N:33]4[C:37](=[O:47])[C@@H:38]([NH:42][C:43](=[O:46])[O:44][CH3:45])[CH:39]([CH3:41])[CH3:40])=[O:31])[CH:28]=3)[CH2:10][CH2:9]2)=[CH:4][CH:3]=1.FC(F)(F)C(O)=O. (3) Given the product [Cl:1][C:2]1[CH:3]=[C:4]([N:9]2[C:13]([C:14]3[CH:15]=[N:16][CH:17]=[CH:18][CH:19]=3)=[CH:12][C:11]([NH2:31])=[N:10]2)[CH:5]=[CH:6][C:7]=1[Cl:8], predict the reactants needed to synthesize it. The reactants are: [Cl:1][C:2]1[CH:3]=[C:4]([N:9]2[C:13]([C:14]3[CH:15]=[N:16][CH:17]=[CH:18][CH:19]=3)=[CH:12][C:11](C(N=[N+]=[N-])=O)=[N:10]2)[CH:5]=[CH:6][C:7]=1[Cl:8].Cl.COC(C1C=C(C2C=NC=CC=2)N(C2C=CC(Cl)=C(Cl)C=2)[N:31]=1)=O.C1(P(N=[N+]=[N-])(C2C=CC=CC=2)=O)C=CC=CC=1.C(N(CC)CC)C. (4) Given the product [F:17][C:14]1[CH:13]=[CH:12][C:11]([CH:9]2[CH2:10][CH:8]2[NH2:7])=[CH:16][CH:15]=1, predict the reactants needed to synthesize it. The reactants are: C(OC(=O)[NH:7][CH:8]1[CH2:10][CH:9]1[C:11]1[CH:16]=[CH:15][C:14]([F:17])=[CH:13][CH:12]=1)(C)(C)C.Cl. (5) Given the product [C:8]1([C:18]2[CH:23]=[CH:22][CH:21]=[CH:20][CH:19]=2)[CH:13]=[CH:12][C:11]([S:14]([O:3][CH2:2][C:1]([O:5][CH2:6][CH3:7])=[O:4])(=[O:16])=[O:15])=[CH:10][CH:9]=1, predict the reactants needed to synthesize it. The reactants are: [C:1]([O:5][CH2:6][CH3:7])(=[O:4])[CH2:2][OH:3].[C:8]1([C:18]2[CH:23]=[CH:22][CH:21]=[CH:20][CH:19]=2)[CH:13]=[CH:12][C:11]([S:14](Cl)(=[O:16])=[O:15])=[CH:10][CH:9]=1.C(N(CC)CC)C.O. (6) Given the product [Cl:48][C:45]1[CH:44]=[CH:43][C:42]([C:39]2[O:38][C:37]([CH2:36][O:34][C@@H:10]3[CH2:9][NH:8][CH2:12][C@H:11]3[CH2:13][N:14]([CH:31]([CH3:33])[CH3:32])[C:15](=[O:30])[C:16]3[CH:21]=[CH:20][C:19]([O:22][CH3:23])=[C:18]([O:24][CH2:25][CH2:26][CH2:27][O:28][CH3:29])[CH:17]=3)=[N:41][CH:40]=2)=[CH:47][CH:46]=1, predict the reactants needed to synthesize it. The reactants are: C(OC([N:8]1[CH2:12][C@@H:11]([CH2:13][N:14]([CH:31]([CH3:33])[CH3:32])[C:15](=[O:30])[C:16]2[CH:21]=[CH:20][C:19]([O:22][CH3:23])=[C:18]([O:24][CH2:25][CH2:26][CH2:27][O:28][CH3:29])[CH:17]=2)[C@H:10]([OH:34])[CH2:9]1)=O)(C)(C)C.Cl[CH2:36][C:37]1[O:38][C:39]([C:42]2[CH:47]=[CH:46][C:45]([Cl:48])=[CH:44][CH:43]=2)=[CH:40][N:41]=1.CC#N.O.CC#N. (7) Given the product [Na+:45].[CH3:1][O:2][C:3]1[CH:8]=[C:7]([CH3:9])[C:6](/[N:10]=[C:11](/[NH:17]/[N:18]=[CH:19]/[C:20]2[CH:25]=[CH:24][C:23]([C:26]3[N:30]=[CH:29][N:28]([C:31]4[CH:32]=[CH:33][C:34]([O:37][C:38]([F:40])([F:41])[F:39])=[CH:35][CH:36]=4)[N:27]=3)=[CH:22][CH:21]=2)\[S:12][CH2:13][C:14]([O-:16])=[O:15])=[C:5]([CH3:42])[CH:4]=1, predict the reactants needed to synthesize it. The reactants are: [CH3:1][O:2][C:3]1[CH:8]=[C:7]([CH3:9])[C:6](/[N:10]=[C:11](/[NH:17]/[N:18]=[CH:19]/[C:20]2[CH:25]=[CH:24][C:23]([C:26]3[N:30]=[CH:29][N:28]([C:31]4[CH:36]=[CH:35][C:34]([O:37][C:38]([F:41])([F:40])[F:39])=[CH:33][CH:32]=4)[N:27]=3)=[CH:22][CH:21]=2)\[S:12][CH2:13][C:14]([OH:16])=[O:15])=[C:5]([CH3:42])[CH:4]=1.C[O-].[Na+:45]. (8) Given the product [F:1][C:2]1[CH:3]=[C:4]([CH:8]=[C:9]([F:11])[C:10]=1[CH:20]=[O:21])[C:5]([OH:7])=[O:6], predict the reactants needed to synthesize it. The reactants are: [F:1][C:2]1[CH:3]=[C:4]([CH:8]=[C:9]([F:11])[CH:10]=1)[C:5]([OH:7])=[O:6].[Li]C(C)(C)C.CN([CH:20]=[O:21])C.